Predict the product of the given reaction. From a dataset of Forward reaction prediction with 1.9M reactions from USPTO patents (1976-2016). (1) Given the reactants CC(C)([O-])C.[Na+].Cl[C:8]1[N:9]([CH2:16][CH2:17][C@@H:18]([OH:48])[CH2:19][O:20][C:21]2[CH:47]=[CH:46][C:24]3[N:25]=[C:26]([N:28]4[CH2:33][CH2:32][N:31]([CH2:34][C:35]5[CH:40]=[CH:39][C:38]([O:41][C:42]([F:45])([F:44])[F:43])=[CH:37][CH:36]=5)[CH2:30][CH2:29]4)[S:27][C:23]=3[CH:22]=2)[CH:10]=[C:11]([N+:13]([O-:15])=[O:14])[N:12]=1.[Cl-].[NH4+], predict the reaction product. The product is: [N+:13]([C:11]1[N:12]=[C:8]2[N:9]([CH:10]=1)[CH2:16][CH2:17][C@H:18]([CH2:19][O:20][C:21]1[CH:47]=[CH:46][C:24]3[N:25]=[C:26]([N:28]4[CH2:33][CH2:32][N:31]([CH2:34][C:35]5[CH:40]=[CH:39][C:38]([O:41][C:42]([F:45])([F:44])[F:43])=[CH:37][CH:36]=5)[CH2:30][CH2:29]4)[S:27][C:23]=3[CH:22]=1)[O:48]2)([O-:15])=[O:14]. (2) Given the reactants C([NH:4][C@@H:5]1[C@@H:11]([OH:12])[C@H:10]([OH:13])[C@@H:9]([CH2:14][OH:15])[O:8][CH:6]1[OH:7])(=O)C.C([O-])(=O)C, predict the reaction product. The product is: [OH:7][CH:6]1[O:8][C@H:9]([CH2:14][OH:15])[C@@H:10]([OH:13])[C@H:11]([OH:12])[C@H:5]1[NH2:4].